The task is: Binary Classification. Given a T-cell receptor sequence (or CDR3 region) and an epitope sequence, predict whether binding occurs between them.. This data is from TCR-epitope binding with 47,182 pairs between 192 epitopes and 23,139 TCRs. (1) The epitope is VVYRGTTTY. The TCR CDR3 sequence is CASSLMRGGTYNSPLHF. Result: 0 (the TCR does not bind to the epitope). (2) The TCR CDR3 sequence is CASSLDPYNEQFF. The epitope is FLPRVFSAV. Result: 1 (the TCR binds to the epitope). (3) The epitope is IPRRNVATL. The TCR CDR3 sequence is CASRGLTATNEKLFF. Result: 0 (the TCR does not bind to the epitope). (4) The epitope is SEPVLKGVKL. The TCR CDR3 sequence is CASSTQGADSPLHF. Result: 1 (the TCR binds to the epitope).